From a dataset of Reaction yield outcomes from USPTO patents with 853,638 reactions. Predict the reaction yield, written as a fraction of the theoretical maximum amount of product (1.0 means a 100% yield; for example, 0.34 means a 34% yield). The reactants are C([N:8]1[CH2:12][C@@H:11]2[C:13]3[CH:14]=[CH:15][C:16]([Br:22])=[C:17]([Cl:21])[C:18]=3[CH2:19][O:20][C@@:10]2([CH3:23])[CH2:9]1)C1C=CC=CC=1.ClC(OC(Cl)C)=O.CO. The catalyst is C1(C)C=CC=CC=1. The product is [ClH:21].[Br:22][C:16]1[CH:15]=[CH:14][C:13]2[C@@H:11]3[C@:10]([CH3:23])([CH2:9][NH:8][CH2:12]3)[O:20][CH2:19][C:18]=2[C:17]=1[Cl:21]. The yield is 0.580.